The task is: Regression. Given a peptide amino acid sequence and an MHC pseudo amino acid sequence, predict their binding affinity value. This is MHC class I binding data.. This data is from Peptide-MHC class I binding affinity with 185,985 pairs from IEDB/IMGT. (1) The MHC is HLA-B27:03 with pseudo-sequence HLA-B27:03. The peptide sequence is LVKSAWLSL. The binding affinity (normalized) is 0.0847. (2) The peptide sequence is TGLRNIPSI. The MHC is H-2-Db with pseudo-sequence H-2-Db. The binding affinity (normalized) is 0.338. (3) The peptide sequence is IIGHIGHHYI. The MHC is HLA-A68:02 with pseudo-sequence HLA-A68:02. The binding affinity (normalized) is 0.501. (4) The peptide sequence is YAMAIRQAI. The MHC is HLA-A29:02 with pseudo-sequence HLA-A29:02. The binding affinity (normalized) is 0.213. (5) The peptide sequence is RIVARQIVD. The MHC is HLA-A02:06 with pseudo-sequence HLA-A02:06. The binding affinity (normalized) is 0.145. (6) The peptide sequence is KEKGGLEGL. The MHC is HLA-B42:01 with pseudo-sequence HLA-B42:01. The binding affinity (normalized) is 0. (7) The peptide sequence is IFLFLMSGR. The MHC is HLA-A31:01 with pseudo-sequence HLA-A31:01. The binding affinity (normalized) is 0.622. (8) The peptide sequence is KGFFRVFKK. The MHC is HLA-B15:01 with pseudo-sequence HLA-B15:01. The binding affinity (normalized) is 0.0847. (9) The peptide sequence is RYWYLNHTV. The MHC is HLA-A23:01 with pseudo-sequence HLA-A23:01. The binding affinity (normalized) is 0.747.